From a dataset of CYP3A4 inhibition data for predicting drug metabolism from PubChem BioAssay. Regression/Classification. Given a drug SMILES string, predict its absorption, distribution, metabolism, or excretion properties. Task type varies by dataset: regression for continuous measurements (e.g., permeability, clearance, half-life) or binary classification for categorical outcomes (e.g., BBB penetration, CYP inhibition). Dataset: cyp3a4_veith. (1) The molecule is CCOC(=O)C[n+]1c(C)sc2ccc(OC)cc21.[Br-]. The result is 1 (inhibitor). (2) The molecule is CC(C)c1ccc(Cn2ccc3c4c(N)nc(NC5CC5)nc4ccc32)cc1. The result is 1 (inhibitor). (3) The compound is CS(=O)(=O)Nc1cccc(-c2nc(NCCN3CCOCC3)c3ccccc3n2)c1. The result is 1 (inhibitor). (4) The compound is O=S(=O)(c1ccccc1)c1cnc(-c2cccnc2)nc1-c1ccc(Cl)cc1Cl. The result is 1 (inhibitor). (5) The compound is Cc1ccccc1-c1nc(NCCN2CCOCC2)c2ccccc2n1. The result is 1 (inhibitor). (6) The drug is CC12CCC(C(=O)Nc3cccc4ccccc34)(C1Br)C2(C)C. The result is 1 (inhibitor). (7) The molecule is C[C@@H](C(=O)N[C@@H](CO)Cc1ccccc1)[C@@H]1C[C@@]1(C)[C@@H](NC(=O)OCc1ccccc1)c1ccccc1. The result is 1 (inhibitor). (8) The drug is Cc1nn(Cc2c(F)c(F)c(F)c(F)c2F)c(C)c1NC(=O)c1cccc(COc2ccccc2Cl)c1. The result is 1 (inhibitor). (9) The compound is C/C(=N\OC(=O)c1ccccc1F)c1nccs1. The result is 0 (non-inhibitor). (10) The drug is COc1ccc(S(=O)(=O)N2CC3CCCN3c3ccc(C(F)(F)F)cc32)cc1. The result is 1 (inhibitor).